This data is from Catalyst prediction with 721,799 reactions and 888 catalyst types from USPTO. The task is: Predict which catalyst facilitates the given reaction. (1) Reactant: Cl[C:2]1[C:3]2[C:4](=[CH:13][N:14](CC3C=CC(OC)=CC=3)[N:15]=2)[N:5]=[C:6]([C:8]2[S:9][CH:10]=[CH:11][N:12]=2)[N:7]=1.[CH3:25][N:26]1[CH2:31][CH2:30][N:29]([C:32]2[CH:38]=[CH:37][C:35]([NH2:36])=[CH:34][CH:33]=2)[CH2:28][CH2:27]1.Cl. Product: [CH3:25][N:26]1[CH2:27][CH2:28][N:29]([C:32]2[CH:38]=[CH:37][C:35]([NH:36][C:2]3[C:3]4[NH:15][N:14]=[CH:13][C:4]=4[N:5]=[C:6]([C:8]4[S:9][CH:10]=[CH:11][N:12]=4)[N:7]=3)=[CH:34][CH:33]=2)[CH2:30][CH2:31]1. The catalyst class is: 71. (2) Reactant: C[C:2]([OH:13])([C:9]([O:11][CH3:12])=[O:10])C1C=CC=CC=1.[O:14]1[CH:19]=[CH:18][CH2:17][CH2:16][CH2:15]1.[C:20]1([CH3:30])[CH:25]=[CH:24][C:23](S(O)(=O)=O)=[CH:22][CH:21]=1. The catalyst class is: 2. Product: [CH3:12][O:11][C:9](=[O:10])[C@@H:2]([O:13][CH:19]1[CH2:18][CH2:17][CH2:16][CH2:15][O:14]1)[CH2:30][C:20]1[CH:25]=[CH:24][CH:23]=[CH:22][CH:21]=1. (3) Reactant: I[CH2:2][C@@H:3]([CH3:16])[CH2:4][N:5]1[C:10]2[CH:11]=[CH:12][CH:13]=[CH:14][C:9]=2[S:8][CH2:7][C:6]1=[O:15].[CH2:17]([CH:22]1[CH2:28][CH:27]2[NH:29][CH:24]([CH2:25][CH2:26]2)[CH2:23]1)[CH2:18][CH2:19][CH2:20][CH3:21]. Product: [CH3:16][C@H:3]([CH2:2][N:29]1[CH:24]2[CH2:25][CH2:26][CH:27]1[CH2:28][CH:22]([CH2:17][CH2:18][CH2:19][CH2:20][CH3:21])[CH2:23]2)[CH2:4][N:5]1[C:10]2[CH:11]=[CH:12][CH:13]=[CH:14][C:9]=2[S:8][CH2:7][C:6]1=[O:15]. The catalyst class is: 23. (4) Reactant: Br[C:2]1[CH:7]=[CH:6][CH:5]=[CH:4][C:3]=1[CH:8]1[CH2:13][CH2:12][CH2:11][CH2:10][CH2:9]1.[C:14](=[O:21])([O:16][C:17]([CH3:20])([CH3:19])[CH3:18])[NH2:15]. Product: [C:17]([O:16][C:14](=[O:21])[NH:15][C:2]1[CH:7]=[CH:6][CH:5]=[CH:4][C:3]=1[CH:8]1[CH2:13][CH2:12][CH2:11][CH2:10][CH2:9]1)([CH3:20])([CH3:19])[CH3:18]. The catalyst class is: 231. (5) Reactant: [CH3:1][NH:2][CH3:3].N1C=CC=CC=1.[CH:10]([S:13](Cl)(=[O:15])=[O:14])([CH3:12])[CH3:11]. Product: [CH3:1][N:2]([CH3:3])[S:13]([CH:10]([CH3:12])[CH3:11])(=[O:15])=[O:14]. The catalyst class is: 49. (6) Reactant: [Cl:1][C:2]1[CH:31]=[CH:30][C:5]([CH2:6][N:7]([C:22]2[CH:27]=[CH:26][CH:25]=[CH:24][C:23]=2[S:28][CH3:29])N=C(C2C=CC=CC=2)C2C=CC=CC=2)=[CH:4][CH:3]=1.CC[O:34][C:35]([CH2:37][CH:38]1[C:43](=O)[CH2:42][CH2:41][CH2:40][CH2:39]1)=[O:36].C1(C)C=CC(S(O)(=O)=O)=CC=1.CCOCC. Product: [Cl:1][C:2]1[CH:3]=[CH:4][C:5]([CH2:6][N:7]2[C:39]3[CH:38]([CH2:37][C:35]([OH:36])=[O:34])[CH2:43][CH2:42][CH2:41][C:40]=3[C:27]3[C:22]2=[C:23]([S:28][CH3:29])[CH:24]=[CH:25][CH:26]=3)=[CH:30][CH:31]=1. The catalyst class is: 40. (7) Reactant: [H-].[Na+].[Br:3][C:4]1[CH:9]=[CH:8][CH:7]=[CH:6][C:5]=1[OH:10].[CH3:11][O:12][CH2:13]Br.O. Product: [CH3:11][O:12][CH2:13][O:10][C:5]1[CH:6]=[CH:7][CH:8]=[CH:9][C:4]=1[Br:3]. The catalyst class is: 3.